Dataset: Reaction yield outcomes from USPTO patents with 853,638 reactions. Task: Predict the reaction yield, written as a fraction of the theoretical maximum amount of product (1.0 means a 100% yield; for example, 0.34 means a 34% yield). (1) The reactants are Br[C:2]1[CH:3]=[CH:4][C:5]([NH:8][C:9](=[O:28])[C:10]2[CH:15]=[C:14]([O:16][CH2:17][CH2:18][C:19]3[CH:23]=[CH:22][S:21][CH:20]=3)[CH:13]=[C:12]([O:24][CH:25]([CH3:27])[CH3:26])[CH:11]=2)=[N:6][CH:7]=1.[CH2:29]([O:31][PH:32]([CH3:34])=[O:33])[CH3:30].CCN(CC)CC. The catalyst is C1(C)C=CC=CC=1.C(Cl)Cl.C1(P(C2C=CC=CC=2)C2C=CC=CC=2)C=CC=CC=1.C1(P(C2C=CC=CC=2)C2C=CC=CC=2)C=CC=CC=1.C1(P(C2C=CC=CC=2)C2C=CC=CC=2)C=CC=CC=1.C1(P(C2C=CC=CC=2)C2C=CC=CC=2)C=CC=CC=1.[Pd]. The product is [CH2:29]([O:31][P:32]([C:2]1[CH:7]=[N:6][C:5]([NH:8][C:9](=[O:28])[C:10]2[CH:15]=[C:14]([O:16][CH2:17][CH2:18][C:19]3[CH:23]=[CH:22][S:21][CH:20]=3)[CH:13]=[C:12]([O:24][CH:25]([CH3:27])[CH3:26])[CH:11]=2)=[CH:4][CH:3]=1)([CH3:34])=[O:33])[CH3:30]. The yield is 0.920. (2) The yield is 0.610. The product is [F:8][C:4]1[N:3]=[C:2]([O:9][CH2:10][C:11]2[CH:18]=[CH:17][C:14]([C:15]#[N:16])=[CH:13][CH:12]=2)[CH:7]=[CH:6][CH:5]=1. The reactants are F[C:2]1[CH:7]=[CH:6][CH:5]=[C:4]([F:8])[N:3]=1.[OH:9][CH2:10][C:11]1[CH:18]=[CH:17][C:14]([C:15]#[N:16])=[CH:13][CH:12]=1.[H-].[Na+]. The catalyst is CN(C)C=O. (3) The reactants are [N+:1]([C:4]1[CH:24]=[CH:23][C:7]([C:8]([N:10]2[CH2:15][CH2:14][N:13]([C:16]([O:18][C:19]([CH3:22])([CH3:21])[CH3:20])=[O:17])[CH2:12][CH2:11]2)=[O:9])=[CH:6][CH:5]=1)([O-])=O.[H][H]. The catalyst is CO.[Pd]. The product is [NH2:1][C:4]1[CH:5]=[CH:6][C:7]([C:8]([N:10]2[CH2:11][CH2:12][N:13]([C:16]([O:18][C:19]([CH3:20])([CH3:22])[CH3:21])=[O:17])[CH2:14][CH2:15]2)=[O:9])=[CH:23][CH:24]=1. The yield is 0.930. (4) The reactants are [CH2:1]([O:8][CH2:9][CH:10]1CC=C1)[C:2]1[CH:7]=[CH:6][CH:5]=[CH:4][CH:3]=1.[C:14]([O:18]C)([CH3:17])([CH3:16])C.CC([OH:24])(C)C.C[N+]1([O-])CCOCC1. The catalyst is O.O=[Os](=O)(=O)=O. The product is [CH2:1]([O:8][CH2:9][CH:10]1[CH2:16][CH:14]([OH:18])[CH:17]1[OH:24])[C:2]1[CH:7]=[CH:6][CH:5]=[CH:4][CH:3]=1. The yield is 0.230. (5) The reactants are Br[C:2]1[N:7]=[C:6]([C:8]([O:10][CH3:11])=[O:9])[CH:5]=[CH:4][C:3]=1[F:12].[F:13][C:14]1[C:19]([O:20][CH3:21])=[CH:18][CH:17]=[C:16]([F:22])[C:15]=1B(O)O.[F-].[K+].C(P(C(C)(C)C)C(C)(C)C)(C)(C)C. The catalyst is C1COCC1.O.C1C=CC(/C=C/C(/C=C/C2C=CC=CC=2)=O)=CC=1.C1C=CC(/C=C/C(/C=C/C2C=CC=CC=2)=O)=CC=1.C1C=CC(/C=C/C(/C=C/C2C=CC=CC=2)=O)=CC=1.[Pd].[Pd]. The product is [F:13][C:14]1[C:19]([O:20][CH3:21])=[CH:18][CH:17]=[C:16]([F:22])[C:15]=1[C:2]1[N:7]=[C:6]([C:8]([O:10][CH3:11])=[O:9])[CH:5]=[CH:4][C:3]=1[F:12]. The yield is 0.350. (6) The reactants are [SH:1][C:2]1[NH:6][N:5]=[N:4][CH:3]=1.I[CH2:8][CH2:9][CH2:10][CH2:11]I. The catalyst is C(O)C. The product is [N:4]1[CH:3]=[C:2]([S:1][CH2:8][CH2:9][CH2:10][CH2:11][S:1][C:2]2[NH:6][N:5]=[N:4][CH:3]=2)[NH:6][N:5]=1. The yield is 0.700.